From a dataset of Reaction yield outcomes from USPTO patents with 853,638 reactions. Predict the reaction yield, written as a fraction of the theoretical maximum amount of product (1.0 means a 100% yield; for example, 0.34 means a 34% yield). (1) The reactants are C[O:2][C:3](=O)[C:4]1[CH:9]=[CH:8][C:7]([NH:10][CH2:11][C:12]2[C:13]([C:18]3[CH:23]=[CH:22][CH:21]=[C:20]([F:24])[CH:19]=3)=[N:14][O:15][C:16]=2[CH3:17])=[N:6][CH:5]=1.[CH:26]1([NH2:29])[CH2:28][CH2:27]1. No catalyst specified. The product is [CH:26]1([NH:29][C:3](=[O:2])[C:4]2[CH:9]=[CH:8][C:7]([NH:10][CH2:11][C:12]3[C:13]([C:18]4[CH:23]=[CH:22][CH:21]=[C:20]([F:24])[CH:19]=4)=[N:14][O:15][C:16]=3[CH3:17])=[N:6][CH:5]=2)[CH2:28][CH2:27]1. The yield is 0.840. (2) The product is [Br:17][C:15]1[CH:14]=[N:13][N:12]([CH:7]2[CH2:11][CH2:10][CH2:9][CH2:8]2)[CH:16]=1. The catalyst is C(Cl)Cl. The reactants are C([O-])([O-])=O.[Na+].[Na+].[CH:7]1([N:12]2[CH:16]=[CH:15][CH:14]=[N:13]2)[CH2:11][CH2:10][CH2:9][CH2:8]1.[Br:17]Br. The yield is 0.930.